This data is from Full USPTO retrosynthesis dataset with 1.9M reactions from patents (1976-2016). The task is: Predict the reactants needed to synthesize the given product. (1) The reactants are: [CH:1]([N:4](CC)C(C)C)(C)[CH3:2].BrCC#N.[NH:14]([C:30]([O:32][C:33]([CH3:36])([CH3:35])[CH3:34])=[O:31])[C@H:15]([C:27]([OH:29])=[O:28])[CH2:16][CH2:17][CH2:18][CH2:19][NH:20][C:21]([C:23]([F:26])([F:25])[F:24])=[O:22]. Given the product [C:33]([O:32][C:30]([NH:14][C@@H:15]([CH2:16][CH2:17][CH2:18][CH2:19][NH:20][C:21](=[O:22])[C:23]([F:25])([F:26])[F:24])[C:27]([O:29][CH2:2][C:1]#[N:4])=[O:28])=[O:31])([CH3:36])([CH3:35])[CH3:34], predict the reactants needed to synthesize it. (2) Given the product [NH2:2][C:3]1[C:4]2[C:14]([O:15][CH2:16][C@H:17]3[CH2:22][CH2:21][CH2:20][N:19]([C:28]([C:27]4[CH:31]=[CH:32][N:33]=[C:25]([N:24]([CH3:34])[CH3:23])[CH:26]=4)=[O:29])[CH2:18]3)=[CH:13][CH:12]=[CH:11][C:5]=2[NH:6][S:7](=[O:9])(=[O:10])[N:8]=1, predict the reactants needed to synthesize it. The reactants are: Cl.[NH2:2][C:3]1[C:4]2[C:14]([O:15][CH2:16][C@H:17]3[CH2:22][CH2:21][CH2:20][NH:19][CH2:18]3)=[CH:13][CH:12]=[CH:11][C:5]=2[NH:6][S:7](=[O:10])(=[O:9])[N:8]=1.[CH3:23][N:24]([CH3:34])[C:25]1[CH:26]=[C:27]([CH:31]=[CH:32][N:33]=1)[C:28](O)=[O:29]. (3) The reactants are: CS(O[CH2:6][CH2:7][CH2:8][CH2:9][NH:10][C:11]([O:13][CH2:14][C:15]1[CH:20]=[CH:19][CH:18]=[CH:17][CH:16]=1)=[O:12])(=O)=O.[CH2:21]([NH:23][CH:24]1[CH2:26][CH2:25]1)[CH3:22]. Given the product [CH:24]1([N:23]([CH2:21][CH3:22])[CH2:6][CH2:7][CH2:8][CH2:9][NH:10][C:11](=[O:12])[O:13][CH2:14][C:15]2[CH:20]=[CH:19][CH:18]=[CH:17][CH:16]=2)[CH2:26][CH2:25]1, predict the reactants needed to synthesize it. (4) Given the product [CH2:7]([O:10][C:11](=[S:12])[CH2:3][C:4](=[O:5])[CH3:6])[CH2:8][CH3:9], predict the reactants needed to synthesize it. The reactants are: [H-].[Na+].[CH3:3][C:4]([CH3:6])=[O:5].[CH2:7]([O:10][C:11](S[C:11]([O:10][CH2:7][CH2:8][CH3:9])=[S:12])=[S:12])[CH2:8][CH3:9].[H-].[K+].Cl. (5) Given the product [I:66][CH2:22][CH2:21][CH2:20][CH:19]([CH2:24][CH2:25][CH2:26][CH2:27][CH2:28][CH2:29][CH2:30][CH2:31][CH2:32][CH2:33][CH2:34][CH2:35][CH2:36][CH2:37][CH2:38][CH2:39][CH2:40][CH3:41])[CH2:1][CH2:2][CH2:3][CH2:4][CH2:5][CH2:6][CH2:7][CH2:8][CH2:9][CH2:10][CH2:11][CH2:12][CH2:13][CH2:14][CH2:15][CH2:16][CH2:17][CH3:18], predict the reactants needed to synthesize it. The reactants are: [CH2:1]([CH:19]([CH2:24][CH2:25][CH2:26][CH2:27][CH2:28][CH2:29][CH2:30][CH2:31][CH2:32][CH2:33][CH2:34][CH2:35][CH2:36][CH2:37][CH2:38][CH2:39][CH2:40][CH3:41])[CH2:20][CH2:21][CH2:22]O)[CH2:2][CH2:3][CH2:4][CH2:5][CH2:6][CH2:7][CH2:8][CH2:9][CH2:10][CH2:11][CH2:12][CH2:13][CH2:14][CH2:15][CH2:16][CH2:17][CH3:18].C1C=CC(P(C2C=CC=CC=2)C2C=CC=CC=2)=CC=1.N1C=CN=C1.[I:66]I. (6) Given the product [CH3:1][C:2]1([CH2:7][CH2:8][CH2:9][CH2:10][CH2:11][CH2:12][C:13]([OH:15])=[O:14])[O:6][CH2:5][CH2:4][O:3]1, predict the reactants needed to synthesize it. The reactants are: [CH3:1][C:2]1([CH2:7][CH2:8][CH2:9][CH2:10][CH2:11][CH2:12][C:13]([O:15]C)=[O:14])[O:6][CH2:5][CH2:4][O:3]1.[Li+].[OH-].Cl. (7) The reactants are: [Cl:1][C:2]1[CH:3]=[C:4]([CH:8]=[CH:9][C:10]=1[O:11][CH:12]([CH3:14])[CH3:13])[C:5]([OH:7])=O.C1C=CC2N(O)N=NC=2C=1.O[NH:26]/[C:27](=[N:54]\[H])/[C:28]1[CH:36]=[CH:35][C:34]([CH2:37][CH2:38][C:39]([O:41][CH2:42][CH3:43])=[O:40])=[C:33]2[C:29]=1[CH:30]=[CH:31][N:32]2S(C1C=CC(C)=CC=1)(=O)=O.CCCC[N+](CCCC)(CCCC)CCCC.[F-]. Given the product [Cl:1][C:2]1[CH:3]=[C:4]([C:5]2[O:7][N:54]=[C:27]([C:28]3[CH:36]=[CH:35][C:34]([CH2:37][CH2:38][C:39]([O:41][CH2:42][CH3:43])=[O:40])=[C:33]4[C:29]=3[CH:30]=[CH:31][NH:32]4)[N:26]=2)[CH:8]=[CH:9][C:10]=1[O:11][CH:12]([CH3:14])[CH3:13], predict the reactants needed to synthesize it. (8) Given the product [Cl:1][C:2]1[C:7]([NH:8][CH3:9])=[C:6]([NH2:10])[CH:5]=[C:4]([Cl:18])[N:3]=1, predict the reactants needed to synthesize it. The reactants are: [Cl:1][C:2]1[C:7]([NH:8][CH3:9])=[C:6]([NH:10]C(=O)OC(C)(C)C)[CH:5]=[C:4]([Cl:18])[N:3]=1.